This data is from Full USPTO retrosynthesis dataset with 1.9M reactions from patents (1976-2016). The task is: Predict the reactants needed to synthesize the given product. (1) Given the product [CH3:26][O:25][C:10]1[CH:9]=[C:8]([NH2:7])[CH:13]=[C:12]([O:14][CH2:15][CH2:16][N:17]2[CH2:18][CH2:19][O:20][CH2:21][CH2:22]2)[C:11]=1[O:23][CH3:24], predict the reactants needed to synthesize it. The reactants are: C(OC(=O)[NH:7][C:8]1[CH:13]=[C:12]([O:14][CH2:15][CH2:16][N:17]2[CH2:22][CH2:21][O:20][CH2:19][CH2:18]2)[C:11]([O:23][CH3:24])=[C:10]([O:25][CH3:26])[CH:9]=1)(C)(C)C. (2) Given the product [CH3:20][C:15]1([CH3:21])[C:16]([CH3:19])([CH3:18])[O:17][B:13]([C:2]2[CH:3]=[C:4]([C:8]3[O:12][CH:11]=[N:10][CH:9]=3)[CH:5]=[N:6][CH:7]=2)[O:14]1, predict the reactants needed to synthesize it. The reactants are: Br[C:2]1[CH:3]=[C:4]([C:8]2[O:12][CH:11]=[N:10][CH:9]=2)[CH:5]=[N:6][CH:7]=1.[B:13]1([B:13]2[O:17][C:16]([CH3:19])([CH3:18])[C:15]([CH3:21])([CH3:20])[O:14]2)[O:17][C:16]([CH3:19])([CH3:18])[C:15]([CH3:21])([CH3:20])[O:14]1.C([O-])(=O)C.[K+]. (3) Given the product [N:6]1([CH:5]=[CH:4][C:8]2[CH:9]=[C:10]3[CH:2]=[CH:3][NH:25][C:17]3=[N:13][CH:11]=2)[CH:23]=[N:20][CH:18]=[N:7]1, predict the reactants needed to synthesize it. The reactants are: Br[C:2]1[CH:3]=[C:4]2[C:8](=[CH:9][CH:10]=1)[NH:7][N:6]=[CH:5]2.[CH:11]([N:13]1[CH:17]=CN=N1)=C.[CH2:18]([N:20]([CH2:23]C)CC)C.[N:25]#N. (4) The reactants are: [CH:1]1[C:14]2[C:5](=[N:6][CH:7]=[C:8]3[C:13]=2[CH:12]=[CH:11][CH:10]=[CH:9]3)[CH:4]=[CH:3][CH:2]=1.[F:15][C:16]([F:31])([F:30])[C:17]1[CH:18]=[C:19]([CH:23]=[C:24]([C:26]([F:29])([F:28])[F:27])[CH:25]=1)[C:20](Cl)=[O:21].[NH:32]1[C:40]2[C:35](=[CH:36][CH:37]=[CH:38][CH:39]=2)[CH:34]=[CH:33]1. Given the product [F:15][C:16]([F:31])([F:30])[C:17]1[CH:18]=[C:19]([C:20]([N:6]2[CH:7]([C:34]3[C:35]4[C:40](=[CH:39][CH:38]=[CH:37][CH:36]=4)[NH:32][CH:33]=3)[C:8]3[C:13](=[CH:12][CH:11]=[CH:10][CH:9]=3)[C:14]3[CH:1]=[CH:2][CH:3]=[CH:4][C:5]2=3)=[O:21])[CH:23]=[C:24]([C:26]([F:29])([F:28])[F:27])[CH:25]=1, predict the reactants needed to synthesize it. (5) Given the product [N:1]1[CH:6]=[CH:5][CH:4]=[C:3]([C:7]#[C:8][C:9]2[CH:18]=[CH:17][C:16]3[C:15]([OH:35])=[CH:14][CH:13]=[CH:12][C:11]=3[N:10]=2)[CH:2]=1, predict the reactants needed to synthesize it. The reactants are: [N:1]1[CH:6]=[CH:5][CH:4]=[C:3]([C:7]#[C:8][C:9]2[CH:18]=[CH:17][C:16]3[C:11](=[CH:12][CH:13]=[CH:14][C:15]=3CC(C)(C)C([O-])=O)[N:10]=2)[CH:2]=1.[H-].[H-].[H-].[H-].[Li+].[Al+3].C1C[O:35]CC1. (6) Given the product [ClH:1].[Cl:1][C:2]1[CH:3]=[CH:4][C:5]([O:19][CH3:20])=[C:6]([N:8]2[C:12]([CH2:13][NH2:14])=[CH:11][C:10]([C:15]([F:16])([F:17])[F:18])=[N:9]2)[CH:7]=1, predict the reactants needed to synthesize it. The reactants are: [Cl:1][C:2]1[CH:3]=[CH:4][C:5]([O:19][CH3:20])=[C:6]([N:8]2[C:12]([C:13]#[N:14])=[CH:11][C:10]([C:15]([F:18])([F:17])[F:16])=[N:9]2)[CH:7]=1.CCOCC.Cl.C(Cl)(Cl)Cl.CO.